This data is from Reaction yield outcomes from USPTO patents with 853,638 reactions. The task is: Predict the reaction yield, written as a fraction of the theoretical maximum amount of product (1.0 means a 100% yield; for example, 0.34 means a 34% yield). (1) The reactants are [OH:1][C:2]1[C:3](=[O:16])[CH:4]=[C:5]([CH2:8][O:9][CH:10]2[CH2:15][CH2:14][CH2:13][CH2:12][O:11]2)[O:6][CH:7]=1.C([O-])([O-])=O.[Cs+].[Cs+].[Br:23][CH2:24][CH2:25][CH2:26][CH2:27]Br. No catalyst specified. The product is [Br:23][CH2:24][CH2:25][CH2:26][CH2:27][O:1][C:2]1[C:3](=[O:16])[CH:4]=[C:5]([CH2:8][O:9][CH:10]2[CH2:15][CH2:14][CH2:13][CH2:12][O:11]2)[O:6][CH:7]=1. The yield is 0.710. (2) The reactants are [NH2:1][C:2]1[CH:34]=[CH:33][C:32]([Cl:35])=[CH:31][C:3]=1[C:4]([NH:6][C@@H:7]([CH2:11][C:12]1[CH:17]=[CH:16][C:15]([C:18]2[CH:23]=[CH:22][CH:21]=[CH:20][C:19]=2[O:24][C:25]2[CH:30]=[CH:29][CH:28]=[CH:27][CH:26]=2)=[CH:14][CH:13]=1)[C:8]([OH:10])=[O:9])=[O:5].[CH3:36]OC(=O)[C@@H](N)CC1C=CC(C2C=CC=CC=2OC2C=CC=CC=2)=CC=1.NC1C=CC(Cl)=CC=1C(O)=O.[CH3:73][S:74][C:75]1[CH:80]=[CH:79][C:78](B(O)O)=[CH:77][CH:76]=1.C(N(CC)CC)C. The catalyst is C([O-])(=O)C.[Cu+2].C([O-])(=O)C. The product is [CH3:36][O:9][C:8](=[O:10])[CH:7]([NH:6][C:4](=[O:5])[C:3]1[CH:31]=[C:32]([Cl:35])[CH:33]=[CH:34][C:2]=1[NH:1][C:78]1[CH:79]=[CH:80][C:75]([S:74][CH3:73])=[CH:76][CH:77]=1)[CH2:11][C:12]1[CH:13]=[CH:14][C:15]([C:18]2[CH:23]=[CH:22][CH:21]=[CH:20][C:19]=2[O:24][C:25]2[CH:26]=[CH:27][CH:28]=[CH:29][CH:30]=2)=[CH:16][CH:17]=1. The yield is 0.390. (3) The reactants are [CH2:1]([O:8][C:9]1[CH:14]=[CH:13][N:12]([C:15]2[CH:20]=[CH:19][C:18]3[C:21]4[CH2:27][CH2:26][N:25](C(OC(C)(C)C)=O)[CH2:24][CH2:23][C:22]=4[O:35][C:17]=3[CH:16]=2)[C:11](=[O:36])[CH:10]=1)[C:2]1[CH:7]=[CH:6][CH:5]=[CH:4][CH:3]=1.Cl.C([O-])(O)=O.[Na+]. The catalyst is CO.CCOCC. The product is [CH2:1]([O:8][C:9]1[CH:14]=[CH:13][N:12]([C:15]2[CH:20]=[CH:19][C:18]3[C:21]4[CH2:27][CH2:26][NH:25][CH2:24][CH2:23][C:22]=4[O:35][C:17]=3[CH:16]=2)[C:11](=[O:36])[CH:10]=1)[C:2]1[CH:3]=[CH:4][CH:5]=[CH:6][CH:7]=1. The yield is 0.740. (4) The reactants are [OH:1][C:2]1[CH:9]=[CH:8][C:5]([CH:6]=[O:7])=[CH:4][CH:3]=1.[CH2:10](Cl)[C:11]1[CH:16]=[CH:15][CH:14]=[CH:13][CH:12]=1.C(=O)([O-])[O-].[K+].[K+]. The catalyst is CN(C=O)C. The product is [CH2:10]([O:1][C:2]1[CH:9]=[CH:8][C:5]([CH:6]=[O:7])=[CH:4][CH:3]=1)[C:11]1[CH:16]=[CH:15][CH:14]=[CH:13][CH:12]=1. The yield is 1.00. (5) The reactants are Br[C:2]1[CH:3]=[C:4]([S:8]([NH:11][C:12]2[CH:20]=[CH:19][C:15]([C:16]([OH:18])=[O:17])=[C:14]([OH:21])[CH:13]=2)(=[O:10])=[O:9])[S:5][C:6]=1[Cl:7].[C:22]1(B(O)O)[CH:27]=[CH:26][CH:25]=[CH:24][CH:23]=1.C(=O)([O-])[O-].[Na+].[Na+].C(Cl)Cl. The catalyst is O1CCOCC1.C1C=CC(P(C2C=CC=CC=2)[C-]2C=CC=C2)=CC=1.C1C=CC(P(C2C=CC=CC=2)[C-]2C=CC=C2)=CC=1.Cl[Pd]Cl.[Fe+2]. The product is [Cl:7][C:6]1[S:5][C:4]([S:8]([NH:11][C:12]2[CH:20]=[CH:19][C:15]([C:16]([OH:18])=[O:17])=[C:14]([OH:21])[CH:13]=2)(=[O:10])=[O:9])=[CH:3][C:2]=1[C:22]1[CH:27]=[CH:26][CH:25]=[CH:24][CH:23]=1. The yield is 0.160.